Predict the product of the given reaction. From a dataset of Forward reaction prediction with 1.9M reactions from USPTO patents (1976-2016). (1) Given the reactants [CH3:1][S:2](Cl)(=[O:4])=[O:3].[NH2:6][CH:7]1[CH2:12][CH2:11][CH:10]([OH:13])[CH2:9][CH2:8]1.C(N(CC)CC)C.[C:21](Cl)(=[O:25])[C:22]([CH3:24])=[CH2:23], predict the reaction product. The product is: [C:21]([O:13][CH:10]1[CH2:11][CH2:12][CH:7]([NH:6][S:2]([CH3:1])(=[O:4])=[O:3])[CH2:8][CH2:9]1)(=[O:25])[C:22]([CH3:24])=[CH2:23]. (2) The product is: [Cl:1][C:2]1[C:3]2[CH:24]=[CH:23][CH:22]=[CH:21][C:4]=2[S:5][C:6]=1[CH2:7][O:8][C:9]1[CH:10]=[CH:11][C:12]([CH2:15][CH2:16][C:17]([OH:19])=[O:18])=[CH:13][CH:14]=1. Given the reactants [Cl:1][C:2]1[C:3]2[CH:24]=[CH:23][CH:22]=[CH:21][C:4]=2[S:5][C:6]=1[CH2:7][O:8][C:9]1[CH:14]=[CH:13][C:12]([CH2:15][CH2:16][C:17]([O:19]C)=[O:18])=[CH:11][CH:10]=1.O1CCCC1.O.[OH-].[Li+].Cl, predict the reaction product. (3) Given the reactants [NH2:1][C:2]1[N:7]=[C:6](OS(C(F)(F)F)(=O)=O)[C:5]([C:16]#[N:17])=[C:4]([C:18]2[O:19][CH:20]=[CH:21][CH:22]=2)[N:3]=1.[C:23]1(B(O)O)[CH:28]=[CH:27][CH:26]=[CH:25][CH:24]=1.C(=O)([O-])[O-].[Na+].[Na+], predict the reaction product. The product is: [NH2:1][C:2]1[N:3]=[C:4]([C:18]2[O:19][CH:20]=[CH:21][CH:22]=2)[C:5]([C:16]#[N:17])=[C:6]([C:23]2[CH:28]=[CH:27][CH:26]=[CH:25][CH:24]=2)[N:7]=1. (4) Given the reactants C([O:3][C:4](=[O:42])[CH:5]([O:40][CH3:41])[CH2:6][C:7]1[CH:12]=[CH:11][C:10]([O:13][CH2:14][CH2:15][CH2:16][O:17][C:18]2[CH:23]=[CH:22][C:21]([C:24](=[O:31])[C:25]3[CH:30]=[CH:29][CH:28]=[CH:27][CH:26]=3)=[CH:20][CH:19]=2)=[C:9]([CH:32]=[CH:33][C:34]2[CH:39]=[CH:38][CH:37]=[CH:36][CH:35]=2)[CH:8]=1)C, predict the reaction product. The product is: [OH:31][CH:24]([C:25]1[CH:26]=[CH:27][CH:28]=[CH:29][CH:30]=1)[C:21]1[CH:22]=[CH:23][C:18]([O:17][CH2:16][CH2:15][CH2:14][O:13][C:10]2[CH:11]=[CH:12][C:7]([CH2:6][CH:5]([O:40][CH3:41])[C:4]([OH:42])=[O:3])=[CH:8][C:9]=2[CH2:32][CH2:33][C:34]2[CH:35]=[CH:36][CH:37]=[CH:38][CH:39]=2)=[CH:19][CH:20]=1. (5) Given the reactants [CH2:1]([O:3][C:4]([C:6]1[C:7]2[CH:20]=[CH:19][CH:18]=[CH:17][C:8]=2[S:9][C:10]=1[NH:11]C(C1CC1)=O)=[O:5])[CH3:2].N, predict the reaction product. The product is: [CH2:1]([O:3][C:4]([C:6]1[C:7]2[CH:20]=[CH:19][CH:18]=[CH:17][C:8]=2[S:9][C:10]=1[NH2:11])=[O:5])[CH3:2]. (6) Given the reactants [Cl:1][C:2]1[CH:3]=[C:4]([N+:9]([O-:11])=[O:10])[CH:5]=[CH:6][C:7]=1F.C(N(CC)CC)C.[NH2:19][CH2:20][CH2:21][C:22]1[CH:27]=[CH:26][CH:25]=[CH:24][N:23]=1.O, predict the reaction product. The product is: [Cl:1][C:2]1[CH:3]=[C:4]([N+:9]([O-:11])=[O:10])[CH:5]=[CH:6][C:7]=1[NH:19][CH2:20][CH2:21][C:22]1[CH:27]=[CH:26][CH:25]=[CH:24][N:23]=1.